This data is from Reaction yield outcomes from USPTO patents with 853,638 reactions. The task is: Predict the reaction yield, written as a fraction of the theoretical maximum amount of product (1.0 means a 100% yield; for example, 0.34 means a 34% yield). The reactants are [CH:1](NC(C)C)(C)C.[Li].[Br:9][C:10]1[CH:15]=[CH:14][C:13]([CH2:16][N:17]([CH2:28][C:29]([F:32])([F:31])[F:30])[S:18]([CH2:21][C:22]2[CH:27]=[CH:26][CH:25]=[CH:24][CH:23]=2)(=[O:20])=[O:19])=[C:12]([F:33])[CH:11]=1.IC. The catalyst is O1CCCC1. The product is [Br:9][C:10]1[CH:15]=[CH:14][C:13]([CH2:16][N:17]([CH2:28][C:29]([F:30])([F:31])[F:32])[S:18]([CH:21]([C:22]2[CH:27]=[CH:26][CH:25]=[CH:24][CH:23]=2)[CH3:1])(=[O:20])=[O:19])=[C:12]([F:33])[CH:11]=1. The yield is 0.600.